This data is from Catalyst prediction with 721,799 reactions and 888 catalyst types from USPTO. The task is: Predict which catalyst facilitates the given reaction. (1) Reactant: C(=O)([O-])[O-].[Cs+].[Cs+].[C:7]([O:15][CH2:16][CH3:17])(=[O:14])[CH2:8][C:9]([O:11][CH2:12][CH3:13])=[O:10].[F:18][C:19]1[CH:24]=[C:23]([CH:25]=[CH2:26])[CH:22]=[CH:21][C:20]=1[C:27]1[S:28][C:29]2[C:34]([N:35]=1)=[CH:33][CH:32]=[C:31]([C:36]1([C:39]3[CH:44]=[CH:43][CH:42]=[CH:41][CH:40]=3)[CH2:38][CH2:37]1)[N:30]=2.Cl. Product: [F:18][C:19]1[CH:24]=[C:23]([CH:22]=[CH:21][C:20]=1[C:27]1[S:28][C:29]2[C:34]([N:35]=1)=[CH:33][CH:32]=[C:31]([C:36]1([C:39]3[CH:40]=[CH:41][CH:42]=[CH:43][CH:44]=3)[CH2:38][CH2:37]1)[N:30]=2)[CH2:25][CH2:26][CH:8]([C:9]([O:11][CH2:12][CH3:13])=[O:10])[C:7]([O:15][CH2:16][CH3:17])=[O:14]. The catalyst class is: 3. (2) Reactant: [Br:1][C:2]1[C:3](S(C)(=O)=O)=[N:4][C:5]([NH:8][C:9]2[CH:14]=[CH:13][C:12]([F:15])=[C:11]([Cl:16])[CH:10]=2)=[N:6][CH:7]=1.C(N(CC)C(C)C)(C)C.[NH:30]1[CH2:35][CH2:34][O:33][CH2:32][CH2:31]1.O. Product: [Br:1][C:2]1[C:3]([N:30]2[CH2:35][CH2:34][O:33][CH2:32][CH2:31]2)=[N:4][C:5]([NH:8][C:9]2[CH:14]=[CH:13][C:12]([F:15])=[C:11]([Cl:16])[CH:10]=2)=[N:6][CH:7]=1. The catalyst class is: 37.